From a dataset of Reaction yield outcomes from USPTO patents with 853,638 reactions. Predict the reaction yield, written as a fraction of the theoretical maximum amount of product (1.0 means a 100% yield; for example, 0.34 means a 34% yield). The reactants are [CH2:1]1[CH:6]2[CH2:7][C:8]3([NH2:11])[CH2:10][CH:4]([CH2:5]2)[CH2:3][CH:2]1[CH2:9]3.[CH3:12][O:13][C:14]1[CH:22]=[C:21]2[C:17]([CH:18]=[C:19]([CH:23]=O)[NH:20]2)=[CH:16][CH:15]=1. No catalyst specified. The product is [CH3:12][O:13][C:14]1[CH:22]=[C:21]2[C:17]([CH:18]=[C:19]([CH2:23][NH:11][C:8]34[CH2:10][CH:4]5[CH2:5][CH:6]([CH2:1][CH:2]([CH2:3]5)[CH2:9]3)[CH2:7]4)[NH:20]2)=[CH:16][CH:15]=1. The yield is 0.610.